Dataset: Reaction yield outcomes from USPTO patents with 853,638 reactions. Task: Predict the reaction yield, written as a fraction of the theoretical maximum amount of product (1.0 means a 100% yield; for example, 0.34 means a 34% yield). (1) The reactants are C([O-])(=O)C.[K+].[C:6]([O:10][C:11](=[O:30])[N:12]([CH2:14][CH:15]([C:23]1[CH:28]=[CH:27][C:26](Br)=[CH:25][CH:24]=1)[C:16]1[CH:21]=[CH:20][C:19]([Cl:22])=[CH:18][CH:17]=1)[CH3:13])([CH3:9])([CH3:8])[CH3:7].[B:31]1([B:31]2[O:35][C:34]([CH3:37])([CH3:36])[C:33]([CH3:39])([CH3:38])[O:32]2)[O:35][C:34]([CH3:37])([CH3:36])[C:33]([CH3:39])([CH3:38])[O:32]1.C1(P(C2CCCCC2)C2CCCCC2)CCCCC1. The catalyst is O1CCOCC1.C1C=CC(/C=C/C(/C=C/C2C=CC=CC=2)=O)=CC=1.C1C=CC(/C=C/C(/C=C/C2C=CC=CC=2)=O)=CC=1.C1C=CC(/C=C/C(/C=C/C2C=CC=CC=2)=O)=CC=1.[Pd].[Pd]. The product is [C:6]([O:10][C:11](=[O:30])[N:12]([CH2:14][CH:15]([C:16]1[CH:21]=[CH:20][C:19]([Cl:22])=[CH:18][CH:17]=1)[C:23]1[CH:28]=[CH:27][C:26]([B:31]2[O:35][C:34]([CH3:37])([CH3:36])[C:33]([CH3:39])([CH3:38])[O:32]2)=[CH:25][CH:24]=1)[CH3:13])([CH3:9])([CH3:8])[CH3:7]. The yield is 0.210. (2) The reactants are [NH2:1][C:2]1[CH:7]=[CH:6][CH:5]=[CH:4][CH:3]=1.[Br:8][C:9]1=[C:10]([Br:16])[C:11]([O:13][C:14]1=O)=[O:12]. The yield is 0.600. The product is [C:2]1([N:1]2[C:14](=[O:13])[C:9]([Br:8])=[C:10]([Br:16])[C:11]2=[O:12])[CH:7]=[CH:6][CH:5]=[CH:4][CH:3]=1. The catalyst is CC(O)=O. (3) The reactants are [CH2:1]([Sn](CCCC)(CCCC)C=C)[CH2:2]CC.[NH2:16][C:17]1[CH:27]=[C:26]([CH:28]2[O:32][CH2:31][CH2:30][O:29]2)[C:25](Br)=[CH:24][C:18]=1[C:19]([O:21][CH2:22][CH3:23])=[O:20].CC1C=CC=CC=1P(C1C=CC=CC=1C)C1C=CC=CC=1C.CCOC(C)=O. The catalyst is C(#N)C.C1C=CC(/C=C/C(/C=C/C2C=CC=CC=2)=O)=CC=1.C1C=CC(/C=C/C(/C=C/C2C=CC=CC=2)=O)=CC=1.C1C=CC(/C=C/C(/C=C/C2C=CC=CC=2)=O)=CC=1.[Pd].[Pd]. The product is [NH2:16][C:17]1[CH:27]=[C:26]([CH:28]2[O:32][CH2:31][CH2:30][O:29]2)[C:25]([CH:1]=[CH2:2])=[CH:24][C:18]=1[C:19]([O:21][CH2:22][CH3:23])=[O:20]. The yield is 0.740. (4) The reactants are [C:1](N1C=CN=C1)(N1C=CN=C1)=[S:2].[CH3:13][N:14]1[CH2:19][CH2:18][N:17]([C:20]2[CH:25]=[CH:24][C:23]([NH2:26])=[CH:22][CH:21]=2)[CH2:16][CH2:15]1. The catalyst is CN(C)C=O. The product is [N:26]([C:23]1[CH:24]=[CH:25][C:20]([N:17]2[CH2:16][CH2:15][N:14]([CH3:13])[CH2:19][CH2:18]2)=[CH:21][CH:22]=1)=[C:1]=[S:2]. The yield is 0.830. (5) The product is [CH2:1]([O:3][C:4]([C:6]1[CH:7]([C:18]([F:21])([F:20])[F:19])[O:8][C:9]2[C:14]([CH:15]=1)=[CH:13][C:12]([Cl:16])=[CH:11][C:10]=2[C:30]#[C:29][C:24]1[CH:25]=[CH:26][CH:27]=[CH:28][C:23]=1[F:22])=[O:5])[CH3:2]. The reactants are [CH2:1]([O:3][C:4]([C:6]1[CH:7]([C:18]([F:21])([F:20])[F:19])[O:8][C:9]2[C:14]([CH:15]=1)=[CH:13][C:12]([Cl:16])=[CH:11][C:10]=2I)=[O:5])[CH3:2].[F:22][C:23]1[CH:28]=[CH:27][CH:26]=[CH:25][C:24]=1[C:29]#[CH:30]. The catalyst is C1C=CC([P]([Pd]([P](C2C=CC=CC=2)(C2C=CC=CC=2)C2C=CC=CC=2)([P](C2C=CC=CC=2)(C2C=CC=CC=2)C2C=CC=CC=2)[P](C2C=CC=CC=2)(C2C=CC=CC=2)C2C=CC=CC=2)(C2C=CC=CC=2)C2C=CC=CC=2)=CC=1.[Cu]I. The yield is 0.890. (6) The reactants are [CH2:1]([C:4]1[CH:9]=[C:8]([O:10][CH2:11][C:12]2[CH:17]=[CH:16][CH:15]=[CH:14][CH:13]=2)[CH:7]=[CH:6][C:5]=1[OH:18])[CH:2]=[CH2:3].[H][H]. The yield is 0.560. The catalyst is C(OCC)(=O)C.[Pd]. The product is [CH2:11]([O:10][C:8]1[CH:7]=[CH:6][C:5]([OH:18])=[C:4]([CH2:1][CH2:2][CH3:3])[CH:9]=1)[C:12]1[CH:13]=[CH:14][CH:15]=[CH:16][CH:17]=1. (7) The yield is 0.950. The reactants are C([O:8][NH:9][C:10]([C@@H:12]1[C@@H:17]([C:18](=[O:39])[NH:19][C:20]2[CH:25]=[CH:24][C:23]([O:26][CH2:27][C:28]3[C:37]4[C:32](=[CH:33][CH:34]=[CH:35][CH:36]=4)[N:31]=[C:30]([CH3:38])[CH:29]=3)=[CH:22][CH:21]=2)[CH2:16][CH2:15][CH:14]([CH2:40][C:41](O)=[O:42])[CH2:13]1)=[O:11])C1C=CC=CC=1.C1CN([P+](ON2N=NC3C=CC=CC2=3)(N2CCCC2)N2CCCC2)CC1.F[P-](F)(F)(F)(F)F.[NH:77]1[CH2:82][CH2:81][CH2:80][CH2:79][CH2:78]1.CN1CCOCC1. The product is [OH:8][NH:9][C:10]([C@H:12]1[CH2:13][CH:14]([CH2:40][C:41](=[O:42])[N:77]2[CH2:82][CH2:81][CH2:80][CH2:79][CH2:78]2)[CH2:15][CH2:16][C@@H:17]1[C:18]([NH:19][C:20]1[CH:25]=[CH:24][C:23]([O:26][CH2:27][C:28]2[C:37]3[C:32](=[CH:33][CH:34]=[CH:35][CH:36]=3)[N:31]=[C:30]([CH3:38])[CH:29]=2)=[CH:22][CH:21]=1)=[O:39])=[O:11]. The catalyst is CN(C=O)C.